From a dataset of NCI-60 drug combinations with 297,098 pairs across 59 cell lines. Regression. Given two drug SMILES strings and cell line genomic features, predict the synergy score measuring deviation from expected non-interaction effect. (1) Drug 1: C1=CC(=CC=C1C#N)C(C2=CC=C(C=C2)C#N)N3C=NC=N3. Drug 2: CC1=C(C(CCC1)(C)C)C=CC(=CC=CC(=CC(=O)O)C)C. Cell line: SR. Synergy scores: CSS=-10.1, Synergy_ZIP=-0.569, Synergy_Bliss=-8.42, Synergy_Loewe=-13.1, Synergy_HSA=-11.4. (2) Drug 1: CC1=C(C=C(C=C1)C(=O)NC2=CC(=CC(=C2)C(F)(F)F)N3C=C(N=C3)C)NC4=NC=CC(=N4)C5=CN=CC=C5. Drug 2: C1CN(P(=O)(OC1)NCCCl)CCCl. Cell line: HOP-92. Synergy scores: CSS=2.57, Synergy_ZIP=-0.665, Synergy_Bliss=-0.866, Synergy_Loewe=1.32, Synergy_HSA=-0.283.